Regression. Given a peptide amino acid sequence and an MHC pseudo amino acid sequence, predict their binding affinity value. This is MHC class I binding data. From a dataset of Peptide-MHC class I binding affinity with 185,985 pairs from IEDB/IMGT. (1) The MHC is HLA-A68:02 with pseudo-sequence HLA-A68:02. The binding affinity (normalized) is 0.422. The peptide sequence is IVSLCPTKKL. (2) The peptide sequence is TPLREQENS. The MHC is Mamu-A2201 with pseudo-sequence Mamu-A2201. The binding affinity (normalized) is 0.0720. (3) The peptide sequence is QPFPQPQLPY. The MHC is HLA-B54:01 with pseudo-sequence HLA-B54:01. The binding affinity (normalized) is 0.0184. (4) The peptide sequence is RVACRDVEV. The MHC is HLA-B18:01 with pseudo-sequence HLA-B18:01. The binding affinity (normalized) is 0.0847. (5) The peptide sequence is LANLNIHTI. The MHC is H-2-Kb with pseudo-sequence H-2-Kb. The binding affinity (normalized) is 0.135. (6) The peptide sequence is FESYVRPFVA. The MHC is HLA-B44:02 with pseudo-sequence HLA-B44:02. The binding affinity (normalized) is 0. (7) The peptide sequence is CTDDNALAY. The MHC is HLA-B08:01 with pseudo-sequence HLA-B08:01. The binding affinity (normalized) is 0.0847. (8) The binding affinity (normalized) is 0. The MHC is Mamu-A11 with pseudo-sequence Mamu-A11. The peptide sequence is PEKGWLSTY. (9) The peptide sequence is ETLETLLLL. The MHC is HLA-A26:02 with pseudo-sequence HLA-A26:02. The binding affinity (normalized) is 0.630. (10) The peptide sequence is ISQHNYRPGY. The MHC is HLA-A01:01 with pseudo-sequence HLA-A01:01. The binding affinity (normalized) is 0.138.